The task is: Predict the product of the given reaction.. This data is from Forward reaction prediction with 1.9M reactions from USPTO patents (1976-2016). (1) The product is: [Cl:1][C:2]1[CH:7]=[CH:6][C:5]([CH:8]([C:20]2[CH:25]=[CH:24][C:23]([Cl:26])=[CH:22][CH:21]=2)[C:9]2[CH:10]=[C:11]3[C:16](=[CH:17][CH:18]=2)[N:15]=[CH:14][N:13]=[C:12]3[NH:29][CH:30]2[CH2:35][CH2:34][N:33]([C:36](=[O:44])[CH2:37][CH2:38][C:39]([O:41][CH2:42][CH3:43])=[O:40])[CH2:32][CH2:31]2)=[CH:4][CH:3]=1. Given the reactants [Cl:1][C:2]1[CH:7]=[CH:6][C:5]([CH:8]([C:20]2[CH:25]=[CH:24][C:23]([Cl:26])=[CH:22][CH:21]=2)[C:9]2[CH:10]=[C:11]3[C:16](=[CH:17][CH:18]=2)[N:15]=[CH:14][N:13]=[C:12]3Cl)=[CH:4][CH:3]=1.Cl.Cl.[NH2:29][CH:30]1[CH2:35][CH2:34][N:33]([C:36](=[O:44])[CH2:37][CH2:38][C:39]([O:41][CH2:42][CH3:43])=[O:40])[CH2:32][CH2:31]1.C(N(CC)CC)C.CC(O)C, predict the reaction product. (2) Given the reactants [NH2:1][C:2]1[S:3][C:4]([Cl:17])=[C:5]([C:7]2[CH:12]=[CH:11][C:10]([S:13]([NH2:16])(=[O:15])=[O:14])=[CH:9][CH:8]=2)[N:6]=1.Cl[C:19](OC1C=CC=CC=1)=[O:20].CN1CCCC1.Cl.[F:35][C:36]1[CH:41]=[CH:40][C:39]([CH:42]([C:49]2[CH:54]=[CH:53][C:52]([F:55])=[CH:51][CH:50]=2)[CH2:43][CH2:44][NH:45][CH:46]2[CH2:48][CH2:47]2)=[CH:38][CH:37]=1, predict the reaction product. The product is: [F:35][C:36]1[CH:41]=[CH:40][C:39]([CH:42]([C:49]2[CH:50]=[CH:51][C:52]([F:55])=[CH:53][CH:54]=2)[CH2:43][CH2:44][N:45]([CH:46]2[CH2:47][CH2:48]2)[C:19]([NH:1][C:2]2[S:3][C:4]([Cl:17])=[C:5]([C:7]3[CH:8]=[CH:9][C:10]([S:13]([NH2:16])(=[O:15])=[O:14])=[CH:11][CH:12]=3)[N:6]=2)=[O:20])=[CH:38][CH:37]=1. (3) The product is: [F:18][C:2]([F:1])([F:17])[C:3]1[N:8]=[CH:7][C:6]([C:9]2[CH:10]=[C:11]([CH2:15][NH2:16])[N:12]=[CH:13][N:14]=2)=[CH:5][N:4]=1. Given the reactants [F:1][C:2]([F:18])([F:17])[C:3]1[N:8]=[CH:7][C:6]([C:9]2[N:14]=[CH:13][N:12]=[C:11]([C:15]#[N:16])[CH:10]=2)=[CH:5][N:4]=1.Cl, predict the reaction product. (4) Given the reactants C(OC([N:8](C(OC(C)(C)C)=O)[C@@H:9]1[C:17](=[O:18])[O:16][C@@H:15]([CH3:19])[C@H:14]([O:20][C:21](=[O:25])[CH:22]([CH3:24])[CH3:23])[C@@H:13]([CH2:26][C:27]2[C:36]3[C:31](=[CH:32][CH:33]=[CH:34][CH:35]=3)[CH:30]=[CH:29][CH:28]=2)[CH2:12][O:11][CH2:10]1)=O)(C)(C)C.[ClH:44].O1CCOCC1, predict the reaction product. The product is: [Cl-:44].[C:21]([O:20][C@H:14]1[C@H:15]([CH3:19])[O:16][C:17](=[O:18])[C@@H:9]([NH3+:8])[CH2:10][O:11][CH2:12][C@@H:13]1[CH2:26][C:27]1[C:36]2[C:31](=[CH:32][CH:33]=[CH:34][CH:35]=2)[CH:30]=[CH:29][CH:28]=1)(=[O:25])[CH:22]([CH3:24])[CH3:23]. (5) Given the reactants Br[C:2]1[CH:3]=[C:4]([CH2:8][CH:9]2[CH2:14][CH2:13][N:12]([C:15]([O:17][C:18]([CH3:21])([CH3:20])[CH3:19])=[O:16])[CH2:11][CH2:10]2)[CH:5]=[CH:6][CH:7]=1.[B:22]1([B:22]2[O:26][C:25]([CH3:28])([CH3:27])[C:24]([CH3:30])([CH3:29])[O:23]2)[O:26][C:25]([CH3:28])([CH3:27])[C:24]([CH3:30])([CH3:29])[O:23]1.C([O-])(=O)C.[K+], predict the reaction product. The product is: [CH3:29][C:24]1([CH3:30])[C:25]([CH3:28])([CH3:27])[O:26][B:22]([C:2]2[CH:3]=[C:4]([CH2:8][CH:9]3[CH2:14][CH2:13][N:12]([C:15]([O:17][C:18]([CH3:21])([CH3:20])[CH3:19])=[O:16])[CH2:11][CH2:10]3)[CH:5]=[CH:6][CH:7]=2)[O:23]1. (6) Given the reactants [F:1][C:2]1[CH:28]=[C:27]([F:29])[CH:26]=[CH:25][C:3]=1[CH2:4][O:5][C:6]1[CH:11]=[C:10]([CH3:12])[N:9]([C:13]2[CH:14]=[C:15]([CH:20]=[CH:21][C:22]=2[CH3:23])[C:16]([O:18][CH3:19])=[O:17])[C:8](=[O:24])[CH:7]=1.[Cl:30]N1C(=O)CCC1=O.ClC(Cl)C(O)=O, predict the reaction product. The product is: [Cl:30][C:7]1[C:8](=[O:24])[N:9]([C:13]2[CH:14]=[C:15]([CH:20]=[CH:21][C:22]=2[CH3:23])[C:16]([O:18][CH3:19])=[O:17])[C:10]([CH3:12])=[CH:11][C:6]=1[O:5][CH2:4][C:3]1[CH:25]=[CH:26][C:27]([F:29])=[CH:28][C:2]=1[F:1]. (7) The product is: [N:25]1[CH:26]=[CH:27][CH:28]=[CH:29][C:24]=1[C:2]1[CH:7]=[CH:6][C:5]([C:8]2[C:9](=[O:18])[NH:10][C:11]3([CH2:17][CH2:16][CH2:15][O:14][CH2:13]3)[N:12]=2)=[CH:4][CH:3]=1. Given the reactants Br[C:2]1[CH:7]=[CH:6][C:5]([CH:8]2[NH:12][C:11]3([CH2:17][CH2:16][CH2:15][O:14][CH2:13]3)[NH:10][C:9]2=[O:18])=[CH:4][CH:3]=1.C([Sn](CCCC)(CCCC)[C:24]1[CH:29]=[CH:28][CH:27]=[CH:26][N:25]=1)CCC, predict the reaction product.